Dataset: Catalyst prediction with 721,799 reactions and 888 catalyst types from USPTO. Task: Predict which catalyst facilitates the given reaction. Reactant: Cl.[F:2][C:3]([F:28])([F:27])[CH2:4][CH2:5][O:6][C:7]1[CH:26]=[CH:25][C:10]([O:11][CH:12]2[CH2:17][CH2:16][N:15](C(OC(C)(C)C)=O)[CH2:14][CH2:13]2)=[CH:9][CH:8]=1. Product: [F:28][C:3]([F:2])([F:27])[CH2:4][CH2:5][O:6][C:7]1[CH:8]=[CH:9][C:10]([O:11][CH:12]2[CH2:17][CH2:16][NH:15][CH2:14][CH2:13]2)=[CH:25][CH:26]=1. The catalyst class is: 12.